This data is from Forward reaction prediction with 1.9M reactions from USPTO patents (1976-2016). The task is: Predict the product of the given reaction. (1) Given the reactants F[C:2]1[C:10]([CH3:11])=[CH:9][C:5]([C:6]([OH:8])=[O:7])=[CH:4][N:3]=1.[F:12][CH:13]([F:16])[CH2:14][OH:15], predict the reaction product. The product is: [F:12][CH:13]([F:16])[CH2:14][O:15][C:2]1[C:10]([CH3:11])=[CH:9][C:5]([C:6]([OH:8])=[O:7])=[CH:4][N:3]=1. (2) Given the reactants [H-].[Na+].[NH:3]1[CH:7]=[CH:6][N:5]=[CH:4]1.[Br:8][C:9]1[C:14](Br)=[N:13][CH:12]=[CH:11][N:10]=1, predict the reaction product. The product is: [Br:8][C:9]1[CH:14]=[N:13][C:12]([N:3]2[CH:7]=[CH:6][N:5]=[CH:4]2)=[CH:11][N:10]=1. (3) The product is: [CH3:10][O:9][C:7](=[O:8])[C:6]1[CH:11]=[C:2]([O:1][C:24]2[CH:29]=[CH:28][C:27]([N+:30]([O-:32])=[O:31])=[C:26](/[CH:33]=[CH:34]\[CH3:35])[CH:25]=2)[CH:3]=[CH:4][C:5]=1[NH:12][S:13]([C:16]1[CH:21]=[CH:20][C:19]([CH3:22])=[CH:18][CH:17]=1)(=[O:15])=[O:14]. Given the reactants [OH:1][C:2]1[CH:3]=[CH:4][C:5]([NH:12][S:13]([C:16]2[CH:21]=[CH:20][C:19]([CH3:22])=[CH:18][CH:17]=2)(=[O:15])=[O:14])=[C:6]([CH:11]=1)[C:7]([O:9][CH3:10])=[O:8].F[C:24]1[CH:29]=[CH:28][C:27]([N+:30]([O-:32])=[O:31])=[C:26](/[CH:33]=[CH:34]\[CH3:35])[CH:25]=1.C(=O)([O-])[O-].[K+].[K+], predict the reaction product. (4) Given the reactants [CH3:1][CH2:2][O:3][C:4]([CH2:6][C:7]([O:9][CH2:10][CH3:11])=[O:8])=[O:5].C(O)C.[O-]CC.[Na+].Cl[CH2:20]/[CH:21]=[CH:22]/[CH2:23]Cl.[OH-].[Na+], predict the reaction product. The product is: [CH2:10]([O:9][C:7]([C:6]1([C:4]([O:3][CH2:2][CH3:1])=[O:5])[CH2:23][CH:22]1[CH:21]=[CH2:20])=[O:8])[CH3:11]. (5) Given the reactants C(=O)([O-])[O-].[K+].[K+].[C:7]1([CH:14]=[CH:13][CH:12]=[C:10]([OH:11])[CH:9]=1)[OH:8].[Cl:15][C:16]1[CH:17]=[C:18]([CH:21]=[CH:22][CH:23]=1)[CH2:19]Br, predict the reaction product. The product is: [Cl:15][C:16]1[CH:17]=[C:18]([CH:21]=[CH:22][CH:23]=1)[CH2:19][O:8][C:7]1[CH:9]=[C:10]([OH:11])[CH:12]=[CH:13][CH:14]=1. (6) The product is: [NH2:41][C:42]1([C:46]2[CH:47]=[CH:48][C:49]([C:52]3[C:53]([C:70]4[CH:75]=[CH:74][CH:73]=[CH:72][CH:71]=4)=[CH:54][C:55]4[N:60]([CH2:61][C:62]5[CH:63]=[N:64][CH:65]=[CH:66][CH:67]=5)[C:59](=[O:68])[CH2:58][O:57][C:56]=4[N:69]=3)=[CH:50][CH:51]=2)[CH2:45][CH2:44][CH2:43]1. Given the reactants N1C=CN=C1CN1C(=O)COC2N=C(C3C=CC(C4(N)CCC4)=CC=3)C(C3C=CC=CC=3)=CC1=2.C(OC(=O)[NH:41][C:42]1([C:46]2[CH:51]=[CH:50][C:49]([C:52]3[C:53]([C:70]4[CH:75]=[CH:74][CH:73]=[CH:72][CH:71]=4)=[CH:54][C:55]4[N:60]([CH2:61][C:62]5[CH:63]=[N:64][CH:65]=[CH:66][CH:67]=5)[C:59](=[O:68])[CH2:58][O:57][C:56]=4[N:69]=3)=[CH:48][CH:47]=2)[CH2:45][CH2:44][CH2:43]1)(C)(C)C, predict the reaction product. (7) The product is: [CH3:8][C:3]1[CH:4]=[N:5][CH:6]=[CH:7][C:2]=1[C:20]1[CH:21]=[C:16]([CH:17]=[CH:18][CH:19]=1)[C:14]([O:13][C:9]([CH3:11])([CH3:12])[CH3:10])=[O:15]. Given the reactants Cl[C:2]1[CH:7]=[CH:6][N:5]=[CH:4][C:3]=1[CH3:8].[C:9]([O:13][C:14]([C:16]1[CH:17]=[C:18](B(O)O)[CH:19]=[CH:20][CH:21]=1)=[O:15])([CH3:12])([CH3:11])[CH3:10].C(=O)([O-])[O-].[K+].[K+], predict the reaction product. (8) Given the reactants [NH2:1][CH2:2][CH2:3][CH2:4][CH2:5][OH:6].[C:7]([BH3-])#N.[Na+].[C:11](O)(=O)[CH3:12].[CH:15](=O)[CH2:16][CH3:17], predict the reaction product. The product is: [CH2:15]([N:1]([CH2:7][CH2:11][CH3:12])[CH2:2][CH2:3][CH2:4][CH2:5][OH:6])[CH2:16][CH3:17]. (9) Given the reactants [CH3:1][C:2]([C:5]1[C:10]([C:11]2[CH:16]=[C:15]([O:17][CH3:18])[CH:14]=[CH:13][C:12]=2[F:19])=[CH:9][C:8]([CH2:20][O:21][C:22]2[CH:27]=[CH:26][C:25]([C@H:28]([CH2:34][CH2:35][CH3:36])[CH2:29][C:30]([O:32]C)=[O:31])=[CH:24][C:23]=2[CH3:37])=[CH:7][CH:6]=1)([CH3:4])[CH3:3].[Li+].[OH-], predict the reaction product. The product is: [CH3:4][C:2]([C:5]1[C:10]([C:11]2[CH:16]=[C:15]([O:17][CH3:18])[CH:14]=[CH:13][C:12]=2[F:19])=[CH:9][C:8]([CH2:20][O:21][C:22]2[CH:27]=[CH:26][C:25]([C@H:28]([CH2:34][CH2:35][CH3:36])[CH2:29][C:30]([OH:32])=[O:31])=[CH:24][C:23]=2[CH3:37])=[CH:7][CH:6]=1)([CH3:1])[CH3:3]. (10) Given the reactants [C:1]1([C:7]2[CH:8]=[C:9]3[C:13](=[CH:14][CH:15]=2)[NH:12][C:11](=[O:16])[CH2:10]3)[CH:6]=[CH:5][CH:4]=[CH:3][CH:2]=1.[CH:17]([C:19]1[NH:20][C:21]([CH3:33])=[C:22]([S:29]([CH3:32])(=[O:31])=[O:30])[C:23]=1[CH2:24][CH2:25][C:26]([OH:28])=[O:27])=O.N1CCCCC1, predict the reaction product. The product is: [CH3:32][S:29]([C:22]1[C:23]([CH2:24][CH2:25][C:26]([OH:28])=[O:27])=[C:19](/[CH:17]=[C:10]2\[C:11](=[O:16])[NH:12][C:13]3[C:9]\2=[CH:8][C:7]([C:1]2[CH:2]=[CH:3][CH:4]=[CH:5][CH:6]=2)=[CH:15][CH:14]=3)[NH:20][C:21]=1[CH3:33])(=[O:31])=[O:30].